Dataset: Cav3 T-type calcium channel HTS with 100,875 compounds. Task: Binary Classification. Given a drug SMILES string, predict its activity (active/inactive) in a high-throughput screening assay against a specified biological target. (1) The drug is s1c(NC(=O)C2Oc3c(OC2)cccc3)nc(c2ncccc2)c1. The result is 1 (active). (2) The compound is s1c(NCCNc2sc(c(n2)C)C(OCC)=O)nc(c1C(OCC)=O)C. The result is 0 (inactive). (3) The drug is S=C1NC(C(=C(N1)c1ccccc1)C(OCC)=O)c1c(OCCC)ccc([N+]([O-])=O)c1. The result is 0 (inactive).